Dataset: Reaction yield outcomes from USPTO patents with 853,638 reactions. Task: Predict the reaction yield, written as a fraction of the theoretical maximum amount of product (1.0 means a 100% yield; for example, 0.34 means a 34% yield). (1) The reactants are [C:1]([O:4][C:5](=[O:7])[CH3:6])(=O)[CH3:2].N1C=CC=CC=1.[CH2:14]([CH:17]1[CH2:22][CH2:21]C(CO)[CH2:19][CH2:18]1)[C:15]#[CH:16].O. The catalyst is CCOCC. The product is [C:5]([O:4][CH2:1][CH:2]1[CH2:21][CH2:22][CH:17]([CH2:14][C:15]#[CH:16])[CH2:18][CH2:19]1)(=[O:7])[CH3:6]. The yield is 0.470. (2) The reactants are Cl.[Cl:2][C:3]1[CH:8]=[CH:7][CH:6]=[CH:5][C:4]=1[NH:9][NH2:10].[C:11](OCC)(=[O:19])[C:12]#[C:13][C:14]([O:16][CH2:17][CH3:18])=[O:15].C(=O)([O-])[O-].[K+].[K+].Cl. The catalyst is C(O)C. The product is [OH:19][C:11]1[N:9]([C:4]2[CH:5]=[CH:6][CH:7]=[CH:8][C:3]=2[Cl:2])[N:10]=[C:13]([C:14]([O:16][CH2:17][CH3:18])=[O:15])[CH:12]=1. The yield is 0.640. (3) The reactants are [Si:1]([O:8][C@@H:9]([CH2:15][Cl:16])[CH2:10][C:11](OC)=[O:12])([C:4]([CH3:7])([CH3:6])[CH3:5])([CH3:3])[CH3:2].CC(C[AlH]CC(C)C)C.CO. The catalyst is C(Cl)Cl. The product is [Si:1]([O:8][C@@H:9]([CH2:15][Cl:16])[CH2:10][CH:11]=[O:12])([C:4]([CH3:7])([CH3:6])[CH3:5])([CH3:3])[CH3:2]. The yield is 0.600. (4) The reactants are [CH:1]([NH:4][CH:5]([CH3:7])C)([CH3:3])C.[Li][CH2:9][CH2:10][CH2:11][CH3:12].[NH:13]1[CH:17]=[C:16]([C:18]2[S:19][CH:20]=[CH:21][N:22]=2)[CH:15]=[N:14]1.C1C[O:26]CC1. The catalyst is C(C1C=CN=CC=1)(=O)C. The product is [NH:13]1[CH:17]=[C:16]([C:18]2[S:19][C:20]([C:11]([C:12]3[CH:3]=[CH:1][N:4]=[CH:5][CH:7]=3)([OH:26])[CH2:10][CH3:9])=[CH:21][N:22]=2)[CH:15]=[N:14]1. The yield is 0.350. (5) The reactants are [Br:1][C:2]1[C:3]([N:21]2[CH2:26][CH2:25][N:24]([CH2:27][C:28]3[CH:29]=[N:30][CH:31]=[CH:32][CH:33]=3)[CH2:23][CH2:22]2)=[C:4]2[N:10]=[C:9]([C:11]3[CH:16]=[CH:15][C:14](CN(C)C)=[CH:13][CH:12]=3)[NH:8][C:5]2=[N:6][CH:7]=1.BrC1[C:36]([N:52]2[CH2:57][CH2:53][N:52]([CH2:57]C3C=NC=CC=3)[CH2:36][CH2:53]2)=C2N=C(C3C=C(CN)C=CC=3)NC2=NC=1.C=O.[BH3-]C#N.[Na+]. The catalyst is CO.C1COCC1. The product is [Br:1][C:2]1[C:3]([N:21]2[CH2:26][CH2:25][N:24]([CH2:27][C:28]3[CH:29]=[N:30][CH:31]=[CH:32][CH:33]=3)[CH2:23][CH2:22]2)=[C:4]2[N:10]=[C:9]([C:11]3[CH:16]=[C:15]([CH2:36][N:52]([CH3:57])[CH3:53])[CH:14]=[CH:13][CH:12]=3)[NH:8][C:5]2=[N:6][CH:7]=1. The yield is 0.490. (6) The reactants are C(N(CC)CC)C.[CH3:8][C@@:9]12[C:15]([CH3:17])([CH3:16])[C@@H:12]([CH2:13][CH2:14]1)[CH:11]([C:18](Cl)=[O:19])[C:10]2=O.C(OC([N:29]([CH2:39][C:40]1[CH:45]=[CH:44][CH:43]=[CH:42][CH:41]=1)[NH:30][C:31]1[CH:36]=[C:35]([Cl:37])[CH:34]=[CH:33][C:32]=1[Cl:38])=O)(C)(C)C.Cl.O1CCOCC1. The catalyst is ClCCCl.ClCCl. The product is [CH2:39]([N:29]1[C:10]2[C@:9]3([CH3:8])[C:15]([CH3:17])([CH3:16])[C@@H:12]([CH2:13][CH2:14]3)[C:11]=2[C:18](=[O:19])[N:30]1[C:31]1[CH:36]=[C:35]([Cl:37])[CH:34]=[CH:33][C:32]=1[Cl:38])[C:40]1[CH:41]=[CH:42][CH:43]=[CH:44][CH:45]=1. The yield is 0.0300.